From a dataset of CYP2C9 inhibition data for predicting drug metabolism from PubChem BioAssay. Regression/Classification. Given a drug SMILES string, predict its absorption, distribution, metabolism, or excretion properties. Task type varies by dataset: regression for continuous measurements (e.g., permeability, clearance, half-life) or binary classification for categorical outcomes (e.g., BBB penetration, CYP inhibition). Dataset: cyp2c9_veith. (1) The molecule is O=c1c(Oc2ccccc2Br)c(C(F)(F)F)oc2c(CN3CCCC3)c(O)ccc12. The result is 0 (non-inhibitor). (2) The drug is Cc1cc(OC(C)C)nc(NCc2ccccc2)n1. The result is 1 (inhibitor). (3) The drug is CCCCN1C(=O)C(C2c3ccccc3C(=O)N2Cc2ccccc2)C(=O)NC1=S. The result is 1 (inhibitor). (4) The compound is CC(Cc1ccccc1)C(=O)NCc1ccccn1. The result is 0 (non-inhibitor). (5) The molecule is Cc1cccc(N(C)S(=O)(=O)c2ccc3[nH]c(=O)c(=O)[nH]c3c2)c1. The result is 1 (inhibitor).